From a dataset of Forward reaction prediction with 1.9M reactions from USPTO patents (1976-2016). Predict the product of the given reaction. (1) Given the reactants [Si:1]([O:8][C@@H:9]([CH3:29])[C@H:10]([N:19]1[CH:27]=[N:26][C:25]2[C:20]1=[N:21][CH:22]=[N:23][C:24]=2Cl)[CH2:11][CH2:12][C:13]1[CH:18]=[CH:17][CH:16]=[CH:15][CH:14]=1)([C:4]([CH3:7])([CH3:6])[CH3:5])([CH3:3])[CH3:2].[NH3:30].ClCCl.[CH3:34][OH:35], predict the reaction product. The product is: [Si:1]([O:8][C@@H:9]([CH3:29])[C@H:10]([N:19]1[CH:27]=[N:26][C:25]2[C:20]1=[N:21][CH:22]=[N:23][C:24]=2[NH2:30])[CH2:11][CH2:12][C:13]1[CH:18]=[CH:17][CH:16]=[CH:15][CH:14]=1)([C:4]([CH3:7])([CH3:6])[CH3:5])([CH3:3])[CH3:2].[Si:1]([O:8][C@@H:9]([CH3:29])[C@H:10]([N:19]1[CH:27]=[N:26][C:25]2[C:20]1=[N:21][CH:22]=[N:23][C:24]=2[O:35][CH3:34])[CH2:11][CH2:12][C:13]1[CH:18]=[CH:17][CH:16]=[CH:15][CH:14]=1)([C:4]([CH3:7])([CH3:6])[CH3:5])([CH3:3])[CH3:2]. (2) Given the reactants [CH2:1]([CH:3]([C:6]1[C:7]2[N:8]([C:13]([C:17]3[S:18][C:19]([C:23]4[CH:28]=[CH:27][CH:26]=[C:25]([CH3:29])[N:24]=4)=[CH:20][C:21]=3[CH3:22])=[C:14]([CH3:16])[N:15]=2)[N:9]=[C:10]([CH3:12])[CH:11]=1)[CH2:4][CH3:5])[CH3:2].C([Cl:33])(C)=O, predict the reaction product. The product is: [ClH:33].[CH2:1]([CH:3]([C:6]1[C:7]2[N:8]([C:13]([C:17]3[S:18][C:19]([C:23]4[CH:28]=[CH:27][CH:26]=[C:25]([CH3:29])[N:24]=4)=[CH:20][C:21]=3[CH3:22])=[C:14]([CH3:16])[N:15]=2)[N:9]=[C:10]([CH3:12])[CH:11]=1)[CH2:4][CH3:5])[CH3:2]. (3) Given the reactants CN1CCOCC1.[C:8]([O:12][C:13]([NH:15][C@@H:16]([CH2:20][CH2:21][C:22]([O:24][CH3:25])=[O:23])[C:17](O)=[O:18])=[O:14])([CH3:11])([CH3:10])[CH3:9].ClC(OCC)=O.[BH4-].[Na+].OS([O-])(=O)=O.[K+], predict the reaction product. The product is: [C:8]([O:12][C:13]([NH:15][C@H:16]([CH2:17][OH:18])[CH2:20][CH2:21][C:22]([O:24][CH3:25])=[O:23])=[O:14])([CH3:10])([CH3:9])[CH3:11].